Predict the product of the given reaction. From a dataset of Forward reaction prediction with 1.9M reactions from USPTO patents (1976-2016). (1) Given the reactants Cl.[F:2][C:3]([F:15])([F:14])[C:4]([NH:6][CH2:7][C@@H:8]1[C@H:12]([OH:13])[CH2:11][NH:10][CH2:9]1)=[O:5].[CH:16]([C:18]1[C:27]2[C:22](=[CH:23][CH:24]=[C:25]([O:28][CH3:29])[N:26]=2)[N:21]=[CH:20][C:19]=1[C:30]#[N:31])=[CH2:17], predict the reaction product. The product is: [C:30]([C:19]1[CH:20]=[N:21][C:22]2[C:27]([C:18]=1[CH2:16][CH2:17][N:10]1[CH2:11][C@@H:12]([OH:13])[C@@H:8]([CH2:7][NH:6][C:4](=[O:5])[C:3]([F:2])([F:14])[F:15])[CH2:9]1)=[N:26][C:25]([O:28][CH3:29])=[CH:24][CH:23]=2)#[N:31]. (2) Given the reactants [Br:1][C:2]1[C:7]([OH:8])=[CH:6][CH:5]=[C:4]([CH2:9][OH:10])[N:3]=1.[C:11](=O)([O-])[O-].[K+].[K+].CI, predict the reaction product. The product is: [Br:1][C:2]1[C:7]([O:8][CH3:11])=[CH:6][CH:5]=[C:4]([CH2:9][OH:10])[N:3]=1. (3) Given the reactants [NH2:1][CH2:2][CH2:3][CH2:4][Si:5]([CH:12]([CH3:14])[CH3:13])([CH:9]([CH3:11])[CH3:10])[O:6][CH2:7][CH3:8].C(N(CC)CC)C.[C:22]1([C:31]2[CH:36]=[CH:35][CH:34]=[CH:33][CH:32]=2)[CH:27]=[CH:26][C:25]([C:28](Cl)=[O:29])=[CH:24][CH:23]=1.O, predict the reaction product. The product is: [CH2:7]([O:6][Si:5]([CH:12]([CH3:13])[CH3:14])([CH:9]([CH3:11])[CH3:10])[CH2:4][CH2:3][CH2:2][NH:1][C:28]([C:25]1[CH:26]=[CH:27][C:22]([C:31]2[CH:32]=[CH:33][CH:34]=[CH:35][CH:36]=2)=[CH:23][CH:24]=1)=[O:29])[CH3:8].